From a dataset of Peptide-MHC class II binding affinity with 134,281 pairs from IEDB. Regression. Given a peptide amino acid sequence and an MHC pseudo amino acid sequence, predict their binding affinity value. This is MHC class II binding data. (1) The peptide sequence is AQATAGTTVYGAFAA. The MHC is HLA-DQA10102-DQB10602 with pseudo-sequence HLA-DQA10102-DQB10602. The binding affinity (normalized) is 0.822. (2) The peptide sequence is AFKVAATAANAAKAN. The MHC is DRB1_0901 with pseudo-sequence DRB1_0901. The binding affinity (normalized) is 0.711.